From a dataset of Reaction yield outcomes from USPTO patents with 853,638 reactions. Predict the reaction yield, written as a fraction of the theoretical maximum amount of product (1.0 means a 100% yield; for example, 0.34 means a 34% yield). (1) The reactants are [CH3:1][C:2]1[CH:7]=[CH:6][C:5]([S:8]([O:11][C@H:12]([CH2:22][O:23][C@@H:24]([C@H:44]2[O:48][N:47]=[C:46]([C:49]#[CH:50])[CH2:45]2)[CH2:25][O:26][Si](C2C=CC=CC=2)(C2C=CC=CC=2)C(C)(C)C)[CH2:13][O:14][CH2:15][C:16]2[CH:21]=[CH:20][CH:19]=[CH:18][CH:17]=2)(=[O:10])=[O:9])=[CH:4][CH:3]=1.C(O)(=O)C.CCCC[N+](CCCC)(CCCC)CCCC.[F-]. The catalyst is C1COCC1. The product is [CH3:1][C:2]1[CH:7]=[CH:6][C:5]([S:8]([O:11][C@H:12]([CH2:22][O:23][C@@H:24]([C@H:44]2[O:48][N:47]=[C:46]([C:49]#[CH:50])[CH2:45]2)[CH2:25][OH:26])[CH2:13][O:14][CH2:15][C:16]2[CH:21]=[CH:20][CH:19]=[CH:18][CH:17]=2)(=[O:10])=[O:9])=[CH:4][CH:3]=1. The yield is 0.920. (2) The reactants are N12CCCN=C1CCCCC2.[CH3:12][O:13][C:14](=[O:24])[C:15]#[C:16][C:17]1[CH:22]=[CH:21][CH:20]=[C:19]([F:23])[CH:18]=1.C1(C)C=C(C)C=C(C)C=1S([O-])(=O)=O.[NH2:38][N+:39]1[CH:44]=[CH:43][CH:42]=[C:41]([O:45][CH3:46])[N:40]=1. The catalyst is C(#N)C. The product is [CH3:12][O:13][C:14]([C:15]1[C:16]([C:17]2[CH:22]=[CH:21][CH:20]=[C:19]([F:23])[CH:18]=2)=[N:38][N:39]2[C:44]=1[CH:43]=[CH:42][C:41]([O:45][CH3:46])=[N:40]2)=[O:24]. The yield is 0.530.